Dataset: NCI-60 drug combinations with 297,098 pairs across 59 cell lines. Task: Regression. Given two drug SMILES strings and cell line genomic features, predict the synergy score measuring deviation from expected non-interaction effect. (1) Drug 1: CCC1(CC2CC(C3=C(CCN(C2)C1)C4=CC=CC=C4N3)(C5=C(C=C6C(=C5)C78CCN9C7C(C=CC9)(C(C(C8N6C)(C(=O)OC)O)OC(=O)C)CC)OC)C(=O)OC)O.OS(=O)(=O)O. Drug 2: C1=NC(=NC(=O)N1C2C(C(C(O2)CO)O)O)N. Cell line: HCT116. Synergy scores: CSS=46.1, Synergy_ZIP=-2.59, Synergy_Bliss=-5.09, Synergy_Loewe=0.0276, Synergy_HSA=-0.972. (2) Drug 1: C1=C(C(=O)NC(=O)N1)F. Drug 2: CCCS(=O)(=O)NC1=C(C(=C(C=C1)F)C(=O)C2=CNC3=C2C=C(C=N3)C4=CC=C(C=C4)Cl)F. Cell line: A498. Synergy scores: CSS=45.4, Synergy_ZIP=-6.10, Synergy_Bliss=-12.1, Synergy_Loewe=-13.4, Synergy_HSA=-11.5. (3) Cell line: NCIH23. Drug 1: CC1=CC=C(C=C1)C2=CC(=NN2C3=CC=C(C=C3)S(=O)(=O)N)C(F)(F)F. Synergy scores: CSS=-4.04, Synergy_ZIP=1.59, Synergy_Bliss=7.46, Synergy_Loewe=-6.21, Synergy_HSA=0.277. Drug 2: CC1CCC2CC(C(=CC=CC=CC(CC(C(=O)C(C(C(=CC(C(=O)CC(OC(=O)C3CCCCN3C(=O)C(=O)C1(O2)O)C(C)CC4CCC(C(C4)OC)O)C)C)O)OC)C)C)C)OC. (4) Drug 1: CCC(=C(C1=CC=CC=C1)C2=CC=C(C=C2)OCCN(C)C)C3=CC=CC=C3.C(C(=O)O)C(CC(=O)O)(C(=O)O)O. Drug 2: CC1=C2C(C(=O)C3(C(CC4C(C3C(C(C2(C)C)(CC1OC(=O)C(C(C5=CC=CC=C5)NC(=O)OC(C)(C)C)O)O)OC(=O)C6=CC=CC=C6)(CO4)OC(=O)C)O)C)O. Cell line: UACC62. Synergy scores: CSS=25.2, Synergy_ZIP=13.0, Synergy_Bliss=6.80, Synergy_Loewe=7.16, Synergy_HSA=6.30. (5) Drug 1: C1CC(=O)NC(=O)C1N2CC3=C(C2=O)C=CC=C3N. Drug 2: CC1C(C(CC(O1)OC2CC(CC3=C2C(=C4C(=C3O)C(=O)C5=C(C4=O)C(=CC=C5)OC)O)(C(=O)C)O)N)O.Cl. Cell line: PC-3. Synergy scores: CSS=14.9, Synergy_ZIP=-5.14, Synergy_Bliss=1.94, Synergy_Loewe=3.43, Synergy_HSA=3.50. (6) Drug 1: COC1=CC(=CC(=C1O)OC)C2C3C(COC3=O)C(C4=CC5=C(C=C24)OCO5)OC6C(C(C7C(O6)COC(O7)C8=CC=CS8)O)O. Drug 2: CC1CCCC2(C(O2)CC(NC(=O)CC(C(C(=O)C(C1O)C)(C)C)O)C(=CC3=CSC(=N3)C)C)C. Cell line: CCRF-CEM. Synergy scores: CSS=60.1, Synergy_ZIP=5.14, Synergy_Bliss=5.54, Synergy_Loewe=3.41, Synergy_HSA=3.87. (7) Drug 1: C1=CC(=CC=C1CCCC(=O)O)N(CCCl)CCCl. Drug 2: C1=CC=C(C(=C1)C(C2=CC=C(C=C2)Cl)C(Cl)Cl)Cl. Cell line: LOX IMVI. Synergy scores: CSS=21.7, Synergy_ZIP=-9.96, Synergy_Bliss=0.00715, Synergy_Loewe=-4.95, Synergy_HSA=0.940. (8) Drug 1: CCN(CC)CCNC(=O)C1=C(NC(=C1C)C=C2C3=C(C=CC(=C3)F)NC2=O)C. Drug 2: CCC1(CC2CC(C3=C(CCN(C2)C1)C4=CC=CC=C4N3)(C5=C(C=C6C(=C5)C78CCN9C7C(C=CC9)(C(C(C8N6C)(C(=O)OC)O)OC(=O)C)CC)OC)C(=O)OC)O.OS(=O)(=O)O. Cell line: EKVX. Synergy scores: CSS=-0.980, Synergy_ZIP=2.28, Synergy_Bliss=4.48, Synergy_Loewe=1.67, Synergy_HSA=0.0920. (9) Drug 2: C1CN1C2=NC(=NC(=N2)N3CC3)N4CC4. Synergy scores: CSS=42.6, Synergy_ZIP=3.24, Synergy_Bliss=4.81, Synergy_Loewe=4.71, Synergy_HSA=4.55. Cell line: NCIH23. Drug 1: CC1=C2C(C(=O)C3(C(CC4C(C3C(C(C2(C)C)(CC1OC(=O)C(C(C5=CC=CC=C5)NC(=O)OC(C)(C)C)O)O)OC(=O)C6=CC=CC=C6)(CO4)OC(=O)C)O)C)O. (10) Drug 1: C1=C(C(=O)NC(=O)N1)F. Drug 2: C1=NC2=C(N1)C(=S)N=CN2. Cell line: SK-OV-3. Synergy scores: CSS=21.6, Synergy_ZIP=-7.67, Synergy_Bliss=-12.9, Synergy_Loewe=-9.60, Synergy_HSA=-7.50.